From a dataset of Forward reaction prediction with 1.9M reactions from USPTO patents (1976-2016). Predict the product of the given reaction. (1) Given the reactants [CH3:1][N:2]1[C:6]([C:7](=[N:14][O:15][CH2:16][C:17]2[N:18]=[C:19](N)[S:20][CH:21]=2)[C:8]2[CH:13]=[CH:12][CH:11]=[CH:10][CH:9]=2)=[N:5][N:4]=[N:3]1.[Br-:23].[Na+].C(ON=O)(C)(C)C, predict the reaction product. The product is: [Br:23][C:19]1[S:20][CH:21]=[C:17]([CH2:16][O:15][N:14]=[C:7]([C:6]2[N:2]([CH3:1])[N:3]=[N:4][N:5]=2)[C:8]2[CH:13]=[CH:12][CH:11]=[CH:10][CH:9]=2)[N:18]=1. (2) Given the reactants [Cl:1][C:2]1[CH:7]=[CH:6][C:5]([C:8]2([N:14]3[CH2:19][CH2:18][NH:17][C@H:16]([CH3:20])[CH2:15]3)[CH2:13][CH2:12][CH2:11][CH2:10][CH2:9]2)=[CH:4][CH:3]=1.[C:21]([O:25][CH3:26])(=[O:24])[CH:22]=O.C(O)(=O)C.[BH-](OC(C)=O)(OC(C)=O)OC(C)=O.[Na+], predict the reaction product. The product is: [Cl:1][C:2]1[CH:7]=[CH:6][C:5]([C:8]2([N:14]3[CH2:19][CH2:18][N:17]([CH2:22][C:21]([O:25][CH3:26])=[O:24])[C@H:16]([CH3:20])[CH2:15]3)[CH2:13][CH2:12][CH2:11][CH2:10][CH2:9]2)=[CH:4][CH:3]=1.